From a dataset of NCI-60 drug combinations with 297,098 pairs across 59 cell lines. Regression. Given two drug SMILES strings and cell line genomic features, predict the synergy score measuring deviation from expected non-interaction effect. (1) Drug 1: CC1=C(C=C(C=C1)NC2=NC=CC(=N2)N(C)C3=CC4=NN(C(=C4C=C3)C)C)S(=O)(=O)N.Cl. Drug 2: CN(C)C1=NC(=NC(=N1)N(C)C)N(C)C. Cell line: NCI-H460. Synergy scores: CSS=-5.91, Synergy_ZIP=2.21, Synergy_Bliss=0.925, Synergy_Loewe=-3.22, Synergy_HSA=-2.90. (2) Drug 1: C1CN1P(=S)(N2CC2)N3CC3. Drug 2: C1=CC=C(C(=C1)C(C2=CC=C(C=C2)Cl)C(Cl)Cl)Cl. Cell line: CAKI-1. Synergy scores: CSS=11.7, Synergy_ZIP=-1.58, Synergy_Bliss=5.59, Synergy_Loewe=-7.28, Synergy_HSA=1.59. (3) Drug 1: CC12CCC(CC1=CCC3C2CCC4(C3CC=C4C5=CN=CC=C5)C)O. Drug 2: C1=C(C(=O)NC(=O)N1)N(CCCl)CCCl. Cell line: HT29. Synergy scores: CSS=17.0, Synergy_ZIP=-6.43, Synergy_Bliss=4.22, Synergy_Loewe=1.09, Synergy_HSA=4.47. (4) Drug 1: C1=CC(=CC=C1CC(C(=O)O)N)N(CCCl)CCCl.Cl. Drug 2: CC=C1C(=O)NC(C(=O)OC2CC(=O)NC(C(=O)NC(CSSCCC=C2)C(=O)N1)C(C)C)C(C)C. Cell line: NCI-H226. Synergy scores: CSS=67.8, Synergy_ZIP=12.1, Synergy_Bliss=11.2, Synergy_Loewe=-47.0, Synergy_HSA=11.4. (5) Drug 1: C1=CC(=CC=C1C#N)C(C2=CC=C(C=C2)C#N)N3C=NC=N3. Drug 2: CCCCC(=O)OCC(=O)C1(CC(C2=C(C1)C(=C3C(=C2O)C(=O)C4=C(C3=O)C=CC=C4OC)O)OC5CC(C(C(O5)C)O)NC(=O)C(F)(F)F)O. Cell line: HT29. Synergy scores: CSS=30.0, Synergy_ZIP=2.73, Synergy_Bliss=0.598, Synergy_Loewe=-2.14, Synergy_HSA=-0.348.